Dataset: Catalyst prediction with 721,799 reactions and 888 catalyst types from USPTO. Task: Predict which catalyst facilitates the given reaction. (1) Product: [C:1]([O:5][C:6](=[O:25])[N:7]([CH2:9][C:10]1[CH:14]=[C:13]([C:32]2[CH:33]=[CH:34][C:29]([O:28][CH:27]([F:44])[F:26])=[CH:30][CH:31]=2)[N:12]([S:16]([C:19]2[CH:20]=[N:21][CH:22]=[CH:23][CH:24]=2)(=[O:18])=[O:17])[CH:11]=1)[CH3:8])([CH3:4])([CH3:3])[CH3:2]. The catalyst class is: 437. Reactant: [C:1]([O:5][C:6](=[O:25])[N:7]([CH2:9][C:10]1[CH:14]=[C:13](Br)[N:12]([S:16]([C:19]2[CH:20]=[N:21][CH:22]=[CH:23][CH:24]=2)(=[O:18])=[O:17])[CH:11]=1)[CH3:8])([CH3:4])([CH3:3])[CH3:2].[F:26][CH:27]([F:44])[O:28][C:29]1[CH:34]=[CH:33][C:32](B2OC(C)(C)C(C)(C)O2)=[CH:31][CH:30]=1.C(=O)([O-])[O-].[Na+].[Na+]. (2) The catalyst class is: 14. Reactant: C([O:3][C:4]([C:6]1([NH:16][C:17](=[O:29])[C:18]2[CH:23]=[CH:22][CH:21]=[C:20]([CH3:24])[C:19]=2[CH:25]=[C:26]([CH3:28])[CH3:27])[CH2:14][C:13]2[C:8](=[CH:9][CH:10]=[C:11]([Cl:15])[CH:12]=2)[CH2:7]1)=[O:5])C.[OH-].[K+]. Product: [Cl:15][C:11]1[CH:12]=[C:13]2[C:8](=[CH:9][CH:10]=1)[CH2:7][C:6]([NH:16][C:17](=[O:29])[C:18]1[CH:23]=[CH:22][CH:21]=[C:20]([CH3:24])[C:19]=1[CH:25]=[C:26]([CH3:27])[CH3:28])([C:4]([OH:5])=[O:3])[CH2:14]2. (3) Reactant: C([O:3][C:4]([CH:6]1[CH2:10][C:9](=[CH2:11])[CH2:8][CH:7]1[CH2:12][CH2:13][C@@H:14]1[N:19]([S:20]([C:23]2[CH:28]=[CH:27][CH:26]=[CH:25][CH:24]=2)(=[O:22])=[O:21])[CH2:18][CH2:17][N:16]([C:29]([O:31][CH2:32][C:33]2[CH:38]=[CH:37][CH:36]=[CH:35][CH:34]=2)=[O:30])[CH2:15]1)=[O:5])C.[OH-].[Na+]. Product: [CH2:32]([O:31][C:29]([N:16]1[CH2:17][CH2:18][N:19]([S:20]([C:23]2[CH:24]=[CH:25][CH:26]=[CH:27][CH:28]=2)(=[O:22])=[O:21])[C@@H:14]([CH2:13][CH2:12][CH:7]2[CH2:8][C:9](=[CH2:11])[CH2:10][CH:6]2[C:4]([OH:5])=[O:3])[CH2:15]1)=[O:30])[C:33]1[CH:38]=[CH:37][CH:36]=[CH:35][CH:34]=1. The catalyst class is: 14. (4) Reactant: [CH:1]1([C:7]2[C:15]3[C:10](=[CH:11][CH:12]=[C:13]([N+:16]([O-])=O)[CH:14]=3)[N:9]([CH3:19])[CH:8]=2)[CH2:6][CH2:5][CH2:4][CH2:3][CH2:2]1. Product: [CH:1]1([C:7]2[C:15]3[C:10](=[CH:11][CH:12]=[C:13]([NH2:16])[CH:14]=3)[N:9]([CH3:19])[CH:8]=2)[CH2:2][CH2:3][CH2:4][CH2:5][CH2:6]1. The catalyst class is: 19. (5) Reactant: Cl[C:2]1[C:11]2[C:6](=[CH:7][C:8]([F:13])=[CH:9][C:10]=2[F:12])[N:5]=[C:4]([C:14]2[CH:19]=[CH:18][CH:17]=[CH:16][N:15]=2)[CH:3]=1.[O:20]1[CH2:25][CH2:24][N:23]([C:26]2[C:31]([NH2:32])=[CH:30][C:29]([N:33]3[CH2:38][CH2:37][O:36][CH2:35][CH2:34]3)=[CH:28][N:27]=2)[CH2:22][CH2:21]1. Product: [N:23]1([C:26]2[C:31]([NH:32][C:2]3[C:11]4[C:6](=[CH:7][C:8]([F:13])=[CH:9][C:10]=4[F:12])[N:5]=[C:4]([C:14]4[CH:19]=[CH:18][CH:17]=[CH:16][N:15]=4)[CH:3]=3)=[CH:30][C:29]([N:33]3[CH2:34][CH2:35][O:36][CH2:37][CH2:38]3)=[CH:28][N:27]=2)[CH2:22][CH2:21][O:20][CH2:25][CH2:24]1. The catalyst class is: 11. (6) Reactant: [Cl:1][C:2]1[C:24]([N:25]2[CH2:30][CH2:29][CH:28]([C:31]([F:34])([F:33])[F:32])[CH2:27][CH2:26]2)=[CH:23][C:5]2[N:6]([CH3:22])[C:7]([NH:9][C:10]3[CH:11]=[C:12]([CH:15]=[CH:16][C:17]=3[C:18]([F:21])([F:20])[F:19])[C:13]#[N:14])=[N:8][C:4]=2[CH:3]=1. Product: [F:20][C:18]([F:19])([F:21])[C:17]1[CH:16]=[CH:15][C:12]([CH2:13][NH2:14])=[CH:11][C:10]=1[NH:9][C:7]1[N:6]([CH3:22])[C:5]2[CH:23]=[C:24]([N:25]3[CH2:30][CH2:29][CH:28]([C:31]([F:33])([F:34])[F:32])[CH2:27][CH2:26]3)[C:2]([Cl:1])=[CH:3][C:4]=2[N:8]=1. The catalyst class is: 814. (7) Reactant: [H-].[Al+3].[Li+].[H-].[H-].[H-].[Br:7][C:8]1[N:13]=[CH:12][C:11]([CH:14]=[O:15])=[CH:10][CH:9]=1.C(OCC)(=O)C.C(=O)(O)[O-].[Na+]. Product: [Br:7][C:8]1[N:13]=[CH:12][C:11]([CH2:14][OH:15])=[CH:10][CH:9]=1. The catalyst class is: 1. (8) Reactant: [OH:1][C@H:2]1[CH2:7][CH2:6][CH2:5][CH2:4][C@@H:3]1[NH:8][C:9]([C:11]1[C:15]2=[N:16][CH:17]=[CH:18][C:19]([CH3:20])=[C:14]2[NH:13][CH:12]=1)=[O:10].Cl[CH2:22][C:23]1[CH:28]=[CH:27][C:26]([CH3:29])=[CH:25][CH:24]=1.C(=O)([O-])[O-].[Cs+].[Cs+]. Product: [OH:1][C@H:2]1[CH2:7][CH2:6][CH2:5][CH2:4][C@@H:3]1[NH:8][C:9]([C:11]1[C:15]2=[N:16][CH:17]=[CH:18][C:19]([CH3:20])=[C:14]2[N:13]([CH2:22][C:23]2[CH:28]=[CH:27][C:26]([CH3:29])=[CH:25][CH:24]=2)[CH:12]=1)=[O:10]. The catalyst class is: 3. (9) The catalyst class is: 2. Reactant: [OH:1][C:2]1[CH:20]=[C:19]([OH:21])[CH:18]=[CH:17][C:3]=1[C:4]([C:6]1[CH:7]=[C:8]2[C:13](=[CH:14][CH:15]=1)[O:12][C:11](=[O:16])[CH2:10][CH2:9]2)=[O:5].[O:22]1[CH:27]=[CH:26][CH2:25][CH2:24][CH2:23]1.C1(C)C=CC(S([O-])(=O)=O)=CC=1.[NH+]1C=CC=CC=1.C(=O)([O-])O.[Na+]. Product: [OH:1][C:2]1[CH:20]=[C:19]([O:21][CH:23]2[CH2:24][CH2:25][CH2:26][CH2:27][O:22]2)[CH:18]=[CH:17][C:3]=1[C:4]([C:6]1[CH:7]=[C:8]2[C:13](=[CH:14][CH:15]=1)[O:12][C:11](=[O:16])[CH2:10][CH2:9]2)=[O:5].